This data is from Experimentally validated miRNA-target interactions with 360,000+ pairs, plus equal number of negative samples. The task is: Binary Classification. Given a miRNA mature sequence and a target amino acid sequence, predict their likelihood of interaction. (1) The miRNA is ath-miR857 with sequence UUUUGUAUGUUGAAGGUGUAU. The protein sequence of the target gene is MGWLFLKVLLAGVSFSGFLYPLVDFCISGKTRGQKPNFVIILADDMGWGDLGANWAETKDTANLDKMASEGMRFVDFHAAASTCSPSRASLLTGRLGLRNGVTRNFAVTSVGGLPLNETTLAEVLQQAGYVTGIIGKWHLGHHGSYHPNFRGFDYYFGIPYSHDMGCTDTPGYNHPPCPACPQGDGPSRNLQRDCYTDVALPLYENLNIVEQPVNLSSLAQKYAEKATQFIQRASTSGRPFLLYVALAHMHVPLPVTQLPAAPRGRSLYGAGLWEMDSLVGQIKDKVDHTVKENTFLWFT.... Result: 0 (no interaction). (2) The miRNA is hsa-miR-548h-3p with sequence CAAAAACCGCAAUUACUUUUGCA. The protein sequence of the target gene is MDVFMKGLSMAKEGVVAAAEKTKQGVTEAAEKTKEGVLYVGSKTREGVVQGVASVAEKTKEQASHLGGAVFSGAGNIAAATGLVKREEFPTDLKPEEVAQEAAEEPLIEPLMEPEGESYEDPPQEEYQEYEPEA. Result: 1 (interaction). (3) The miRNA is hsa-miR-215-5p with sequence AUGACCUAUGAAUUGACAGAC. The protein sequence of the target gene is MAAGSEATTPVIVAAGAGGEEGEHVKPFKPEKAKEIIMSLQQPAIFCNMVFDWPARHWNAKYLSQVLHGKQIRFRMGMKSMSTVPQFETTCNYVEATLEEFLTWNCDQSSISGPFRDYDHSKFWAYADYKYFVSLFEDKTDLFQDVKWSDFGFPGRNGQESTLWIGSLGAHTPCHLDSYGCNLVFQVQGRKRWHLFPPEDTPFLYPTRIPYEESSVFSKINVVNPDLKRFPQFRKAQRHAVTLSPGQVLFVPRHWWHYVESIDPVTVSINSWIELEEDHLARVEEAITRMLVCALKTAEN.... Result: 1 (interaction). (4) The miRNA is hsa-miR-4514 with sequence ACAGGCAGGAUUGGGGAA. The protein sequence of the target gene is MKAPTALAPGILLLLLTLAQRSHGECKEALVKSEMNVNMKYQLPNFTAETPIHNVVLPGHHIYLGATNYIYVLNDKDLQKVSEFKTGPVVEHPDCFPCQDCSSKANVSGGVWKDNVNMALLVDTYYDDQLISCGSVNRGTCQRHVLPPDNAADIQSEVHCMFSPLAEEESGQCPDCVVSALGAKVLLSEKDRFINFFVGNTINSSYPPDYSLHSISVRRLKETQDGFKFLTDQSYIDVLPEFRDSYPIKYIHAFESNHFIYFLTVQKETLDAQTFHTRIIRFCSVDSGLHSYMEMPLECI.... Result: 0 (no interaction). (5) The miRNA is hsa-miR-93-5p with sequence CAAAGUGCUGUUCGUGCAGGUAG. The protein sequence of the target gene is MGNCCWTQCFGLLRKEAGRLQRVGGGGGSKYFRTCSRGEHLTIEFENLVESDEGESPGSSHRPLTEEEIVDLRERHYDSIAEKQKDLDKKIQKELALQEEKLRLEEEALYAAQREAARAAKQRKLLEQERQRIVQQYHPSNNGEYQSSGPEDDFESCLRNMKSQYEVFRSSRLSSDATVLTPNTESSCDLMTKTKSTSGNDDSTSLDLEWEDEEGMNRMLPMRERSKTEEDILRAALKYSNKKTGSNPTSASDDSNGLEWENDFVSAEMDDNGNSEYSGFVNPVLELSDSGIRHSDTDQQ.... Result: 1 (interaction). (6) The miRNA is hsa-miR-6512-3p with sequence UUCCAGCCCUUCUAAUGGUAGG. The protein sequence of the target gene is MDLAGLLKSQFLCHLVFCYVFIASGLIINTIQLFTLLLWPINKQLFRKINCRLSYCISSQLVMLLEWWSGTECTIFTDPRAYLKYGKENAIVVLNHKFEIDFLCGWSLSERFGLLGGSKVLAKKELAYVPIIGWMWYFTEMVFCSRKWEQDRKTVATSLQHLRDYPEKYFFLIHCEGTRFTEKKHEISMQVARAKGLPRLKHHLLPRTKGFAITVRSLRNVVSAVYDCTLNFRNNENPTLLGVLNGKKYHADLYVRRIPLEDIPEDDDECSAWLHKLYQEKDAFQEEYYRTGTFPETPMV.... Result: 1 (interaction). (7) The miRNA is hsa-miR-485-5p with sequence AGAGGCUGGCCGUGAUGAAUUC. The protein sequence of the target gene is MEEADRILIHSLRQAGTAVPPDVQTLRAFTTELVVEAVVRCLRVINPAVGSGLSPLLPLAMSARFRLAMSLAQACMDLGYPLELGYQNFLYPSEPDLRDLLLFLAERLPTDASEDADQPAGDSAILLRAIGSQIRDQLALPWVPPHLRTPKLQHLQGSALQKPFHASRLVVPELSSRGEPREFQASPLLLPVPTQVPQPVGRVASLLEHHALQLCQQTGRDRPGDEDWVHRTSRLPPQEDTRAQRQRLQKQLTEHLRQSWGLLGAPIQARDLGELLQAWGAGAKTGAPKGSRFTHSEKFT.... Result: 0 (no interaction). (8) The miRNA is rno-miR-130a-3p with sequence CAGUGCAAUGUUAAAAGGGCAU. The protein sequence of the target gene is MSWMFLRDLLSGVNKYSTGTGWIWLAVVFVFRLLVYMVAAEHVWKDEQKEFECNSRQPGCKNVCFDDFFPISQVRLWALQLIMVSTPSLLVVLHVAYHEGREKRHRKKLYVSPGTMDGGLWYAYLISLIVKTGFEIGFLVLFYKLYDGFSVPYLIKCDLKPCPNTVDCFISKPTEKTIFILFLVITSCLCIVLNFIELSFLVLKCFIKCCLQKYLKKPQVLSV. Result: 0 (no interaction). (9) The miRNA is bta-miR-15a with sequence UAGCAGCACAUAAUGGUUUGU. The protein sequence of the target gene is MSSRRKRAPPVRVDEEKRQQLHWNMHEDRRNEPIIISDDDEQPCPGSDTSSAHYIILSDSLKEEVAHRDKKRCSKVVSFSKPIEKEETVGIFSPLSVKLNIVISPYHFDNSWKAFLGELTLQLLPAQSLIENFSERSITLMSSESSNQFLIYVHSKGEDVEKQKKEPMSICDKGILVESSFSGEMLEDLGWLQKKRRIKLYQKPEGNHIIKVGIYLLEAGLAKLDFLSDANSRMKKFNQLMKKVMEKLHNSIIPDVLEEDEDDPESEPEGQDIDELYHFVKQTHQQETQSIQVDVQHPAL.... Result: 0 (no interaction).